Predict the reactants needed to synthesize the given product. From a dataset of Full USPTO retrosynthesis dataset with 1.9M reactions from patents (1976-2016). (1) Given the product [Cl:17][C:18]1[CH:19]=[CH:20][C:21]([NH:24][CH2:25][CH2:26][CH2:27][CH2:28][CH2:29][CH2:30][NH:31][C:4]2[C:5](=[O:16])[C:6](=[O:15])[C:7]=2[NH:8][C:9]2[CH:10]=[N:11][CH:12]=[CH:13][CH:14]=2)=[CH:22][CH:23]=1, predict the reactants needed to synthesize it. The reactants are: C(O[C:4]1[C:5](=[O:16])[C:6](=[O:15])[C:7]=1[NH:8][C:9]1[CH:10]=[N:11][CH:12]=[CH:13][CH:14]=1)C.[Cl:17][C:18]1[CH:23]=[CH:22][C:21]([NH:24][CH2:25][CH2:26][CH2:27][CH2:28][CH2:29][CH2:30][NH2:31])=[CH:20][CH:19]=1. (2) Given the product [CH:33]1([N:36]([CH3:43])[CH2:37]/[CH:38]=[CH:39]/[C:40]([N:18]2[CH2:19][CH2:20][CH2:21][C@@H:16]([NH:15][C:14]3[C:7]4[C:8](=[N:9][CH:10]=[CH:11][C:6]=4[O:5][C:4]4[CH:22]=[CH:23][C:24]([O:25][C:26]5[CH:31]=[CH:30][CH:29]=[CH:28][CH:27]=5)=[C:2]([CH3:1])[CH:3]=4)[NH:12][N:13]=3)[CH2:17]2)=[O:41])[CH2:35][CH2:34]1, predict the reactants needed to synthesize it. The reactants are: [CH3:1][C:2]1[CH:3]=[C:4]([CH:22]=[CH:23][C:24]=1[O:25][C:26]1[CH:31]=[CH:30][CH:29]=[CH:28][CH:27]=1)[O:5][C:6]1[CH:11]=[CH:10][N:9]=[C:8]2[NH:12][N:13]=[C:14]([NH:15][C@@H:16]3[CH2:21][CH2:20][CH2:19][NH:18][CH2:17]3)[C:7]=12.Cl.[CH:33]1([N:36]([CH3:43])[CH2:37]/[CH:38]=[CH:39]/[C:40](O)=[O:41])[CH2:35][CH2:34]1. (3) Given the product [CH3:1][CH:2]([CH3:26])[CH2:3][CH:4]([NH:15][C:16]1[CH:17]=[CH:18][C:19]([C:20]([OH:22])=[O:21])=[CH:24][CH:25]=1)[C:5]1[O:6][C:7]2[CH:14]=[CH:13][CH:12]=[CH:11][C:8]=2[C:9]=1[CH3:10], predict the reactants needed to synthesize it. The reactants are: [CH3:1][CH:2]([CH3:26])[CH2:3][CH:4]([NH:15][C:16]1[CH:25]=[CH:24][C:19]([C:20]([O:22]C)=[O:21])=[CH:18][CH:17]=1)[C:5]1[O:6][C:7]2[CH:14]=[CH:13][CH:12]=[CH:11][C:8]=2[C:9]=1[CH3:10].O1CCCC1.[OH-].[Na+]. (4) Given the product [Cl:21][C:16]1[C:15]([O:34][C:32]2[CH:31]=[CH:30][C:29]3[B:25]([OH:35])[O:26][CH2:27][C:28]=3[CH:33]=2)=[N:14][C:13]([O:12][CH2:11][CH2:10][CH2:9][C:6](=[O:5])[CH2:8][CH3:7])=[C:18]([CH:17]=1)[C:19]#[N:20], predict the reactants needed to synthesize it. The reactants are: FC(F)(F)C([O:5][C:6]1([CH2:9][CH2:10][CH2:11][O:12][C:13]2[C:18]([C:19]#[N:20])=[CH:17][C:16]([Cl:21])=[C:15](Cl)[N:14]=2)[CH2:8][CH2:7]1)=O.[B:25]1([OH:35])[C:29]2[CH:30]=[CH:31][C:32]([OH:34])=[CH:33][C:28]=2[CH2:27][O:26]1.C([O-])([O-])=O.[Cs+].[Cs+].O. (5) Given the product [CH3:26][O:27][N:28]=[C:18]([CH2:17][CH2:16][CH2:15][N:14]1[C:10]2[C:9]3[CH:8]=[CH:7][CH:6]=[CH:5][C:4]=3[N:3]=[C:2]([NH2:1])[C:11]=2[N:12]=[C:13]1[CH2:21][CH2:22][CH2:23][CH3:24])[CH3:19], predict the reactants needed to synthesize it. The reactants are: [NH2:1][C:2]1[C:11]2[N:12]=[C:13]([CH2:21][CH2:22][CH2:23][CH3:24])[N:14]([CH2:15][CH2:16][CH2:17][C:18](=O)[CH3:19])[C:10]=2[C:9]2[CH:8]=[CH:7][CH:6]=[CH:5][C:4]=2[N:3]=1.Cl.[CH3:26][O:27][NH2:28].